This data is from Forward reaction prediction with 1.9M reactions from USPTO patents (1976-2016). The task is: Predict the product of the given reaction. (1) Given the reactants [Cl:1][C:2]1[C:10]([C:11]#[N:12])=[CH:9][CH:8]=[C:7]2[C:3]=1[CH:4]=[C:5]([CH2:13][CH2:14][CH3:15])[NH:6]2.Br[CH2:17][CH2:18][O:19][C:20]1[CH:25]=[CH:24][C:23]([F:26])=[CH:22][C:21]=1[F:27], predict the reaction product. The product is: [Cl:1][C:2]1[C:10]([C:11]#[N:12])=[CH:9][CH:8]=[C:7]2[C:3]=1[CH:4]=[C:5]([CH2:13][CH2:14][CH3:15])[N:6]2[CH2:17][CH2:18][O:19][C:20]1[CH:25]=[CH:24][C:23]([F:26])=[CH:22][C:21]=1[F:27]. (2) The product is: [CH3:34][C:35]1([CH2:39][N:10]2[C:6]3[CH:5]=[CH:4][NH:3][C:2](=[O:1])[C:7]=3[C:8]([C:11]3[CH:12]=[CH:13][C:14]([S:17]([NH2:20])(=[O:19])=[O:18])=[CH:15][CH:16]=3)=[N:9]2)[CH2:38][O:37][CH2:36]1. Given the reactants [O:1]=[C:2]1[C:7]2[C:8]([C:11]3[CH:16]=[CH:15][C:14]([S:17]([NH2:20])(=[O:19])=[O:18])=[CH:13][CH:12]=3)=[N:9][NH:10][C:6]=2[CH:5]=[CH:4][NH:3]1.[H-].[Na+].CC1C=CC(S(O[CH2:34][C:35]2([CH3:39])[CH2:38][O:37][CH2:36]2)(=O)=O)=CC=1, predict the reaction product. (3) Given the reactants Br.C([N:6]1[C:15](=[O:16])[C:14]2[C:9](=[CH:10][C:11]([CH3:41])=[C:12]([CH2:18][CH2:19][S:20]([N:23]3[CH2:40][CH2:39][C:26]4([N:30]=[C:29]([CH:31]5[CH2:36][CH2:35][CH:34]([CH3:37])[CH2:33][CH2:32]5)[NH:28][C:27]4=[O:38])[CH2:25][CH2:24]3)(=[O:22])=[O:21])[C:13]=2[CH3:17])[NH:8][C:7]1=[O:42])(C)(C)C, predict the reaction product. The product is: [CH3:17][C:13]1[C:12]([CH2:18][CH2:19][S:20]([N:23]2[CH2:40][CH2:39][C:26]3([N:30]=[C:29]([CH:31]4[CH2:32][CH2:33][CH:34]([CH3:37])[CH2:35][CH2:36]4)[NH:28][C:27]3=[O:38])[CH2:25][CH2:24]2)(=[O:22])=[O:21])=[C:11]([CH3:41])[CH:10]=[C:9]2[C:14]=1[C:15](=[O:16])[NH:6][C:7](=[O:42])[NH:8]2. (4) Given the reactants [CH3:1][C:2]1[CH:3]=[C:4]([NH2:16])[CH:5]=[CH:6][C:7]=1[O:8][C:9]1[CH:10]=[N:11][C:12]([CH3:15])=[CH:13][CH:14]=1.[Cl:17][C:18]1[C:27]2[C:22](=[CH:23][CH:24]=[C:25]([I:28])[CH:26]=2)[N:21]=[CH:20][N:19]=1.ClCCCl, predict the reaction product. The product is: [ClH:17].[I:28][C:25]1[CH:26]=[C:27]2[C:22](=[CH:23][CH:24]=1)[N:21]=[CH:20][N:19]=[C:18]2[NH:16][C:4]1[CH:5]=[CH:6][C:7]([O:8][C:9]2[CH:10]=[N:11][C:12]([CH3:15])=[CH:13][CH:14]=2)=[C:2]([CH3:1])[CH:3]=1. (5) Given the reactants [I-:1].[CH2:2]([N:4]1[CH:8]=[CH:7][CH:6]=[C:5]1[CH2:9][N+](C)(C)C)[CH3:3].[C:14]1([P:20]([C:27]2[CH:32]=[CH:31][CH:30]=[CH:29][CH:28]=2)[C:21]2[CH:26]=[CH:25][CH:24]=[CH:23][CH:22]=2)[CH:19]=[CH:18][CH:17]=[CH:16][CH:15]=1, predict the reaction product. The product is: [I-:1].[CH2:2]([N:4]1[CH:8]=[CH:7][CH:6]=[C:5]1[CH2:9][P+:20]([C:21]1[CH:22]=[CH:23][CH:24]=[CH:25][CH:26]=1)([C:27]1[CH:32]=[CH:31][CH:30]=[CH:29][CH:28]=1)[C:14]1[CH:15]=[CH:16][CH:17]=[CH:18][CH:19]=1)[CH3:3].